The task is: Predict which catalyst facilitates the given reaction.. This data is from Catalyst prediction with 721,799 reactions and 888 catalyst types from USPTO. (1) Reactant: [NH2:1][CH:2]1[CH2:7][CH2:6][N:5]([CH2:8][C:9]2[CH:14]=[CH:13][CH:12]=[CH:11][CH:10]=2)[CH2:4][CH2:3]1.[Br:15][C:16]1[C:17](Cl)=[N:18][C:19]([Cl:22])=[N:20][CH:21]=1.C(=O)([O-])[O-].[K+].[K+]. Product: [Br:15][C:16]1[C:17]([NH:1][CH:2]2[CH2:7][CH2:6][N:5]([CH2:8][C:9]3[CH:14]=[CH:13][CH:12]=[CH:11][CH:10]=3)[CH2:4][CH2:3]2)=[N:18][C:19]([Cl:22])=[N:20][CH:21]=1. The catalyst class is: 20. (2) Reactant: [NH2:1][C:2]1[CH:7]=[CH:6][N:5]=[CH:4][N:3]=1.CC(C)([O-])C.[K+].F[C:15]1[CH:20]=[C:19]([F:21])[CH:18]=[CH:17][C:16]=1[N+:22]([O-:24])=[O:23]. The catalyst class is: 1. Product: [F:21][C:19]1[CH:18]=[CH:17][C:16]([N+:22]([O-:24])=[O:23])=[C:15]([NH:1][C:2]2[CH:7]=[CH:6][N:5]=[CH:4][N:3]=2)[CH:20]=1. (3) The catalyst class is: 12. Product: [NH2:2][C:3]1[C:8]2[C:9](=[O:42])[N:10]([C:14]3[CH:19]=[CH:18][C:17]([C:20]4[CH:25]=[CH:24][C:23]([CH2:26][N:27]5[CH2:31][CH2:30][C@H:29]([OH:32])[C:28]5=[O:40])=[CH:22][C:21]=4[Cl:41])=[CH:16][CH:15]=3)[CH2:11][CH2:12][O:13][C:7]=2[N:6]=[CH:5][N:4]=1. Reactant: Cl.[NH2:2][C:3]1[C:8]2[C:9](=[O:42])[N:10]([C:14]3[CH:19]=[CH:18][C:17]([C:20]4[CH:25]=[CH:24][C:23]([CH2:26][N:27]5[CH2:31][CH2:30][C@H:29]([O:32][Si](C(C)(C)C)(C)C)[C:28]5=[O:40])=[CH:22][C:21]=4[Cl:41])=[CH:16][CH:15]=3)[CH2:11][CH2:12][O:13][C:7]=2[N:6]=[CH:5][N:4]=1. (4) Reactant: [I:1][C:2]1[CH:3]=[CH:4][C:5]([O:9][CH:10]([CH3:12])[CH3:11])=[C:6]([OH:8])[CH:7]=1.CN(C=O)C.[CH2:18](I)[CH3:19]. Product: [CH2:18]([O:8][C:6]1[CH:7]=[C:2]([I:1])[CH:3]=[CH:4][C:5]=1[O:9][CH:10]([CH3:12])[CH3:11])[CH3:19]. The catalyst class is: 27. (5) Reactant: [ClH:1].[CH2:2]([N:6]1[CH2:11][CH:10]=[C:9]([C:12]2[CH:17]=[CH:16][CH:15]=[CH:14][C:13]=2[CH:18]2[CH2:23][C:22]([CH3:25])([CH3:24])[CH2:21][C:20]([CH3:27])([CH3:26])[CH2:19]2)[CH2:8][CH2:7]1)[CH2:3][CH2:4][CH3:5]. Product: [ClH:1].[CH2:2]([N:6]1[CH2:11][CH2:10][CH:9]([C:12]2[CH:17]=[CH:16][CH:15]=[CH:14][C:13]=2[CH:18]2[CH2:23][C:22]([CH3:25])([CH3:24])[CH2:21][C:20]([CH3:26])([CH3:27])[CH2:19]2)[CH2:8][CH2:7]1)[CH2:3][CH2:4][CH3:5]. The catalyst class is: 19. (6) Reactant: [OH:1][CH2:2][C@H:3]1[NH:8][CH2:7][CH2:6][N:5]([C:9]([O:11][C:12]([CH3:15])([CH3:14])[CH3:13])=[O:10])[CH2:4]1.[CH:16](=O)[CH3:17].[BH4-].[Na+]. Product: [CH2:16]([N:8]1[CH2:7][CH2:6][N:5]([C:9]([O:11][C:12]([CH3:15])([CH3:14])[CH3:13])=[O:10])[CH2:4][C@H:3]1[CH2:2][OH:1])[CH3:17]. The catalyst class is: 5. (7) Reactant: CO[C:3](=[O:15])[C:4]1[C:9]([N+:10]([O-:12])=[O:11])=[CH:8][CH:7]=[CH:6][C:5]=1[CH:13]=O.Cl.[C:17]([C:21]1[CH:26]=[CH:25][C:24]([NH:27][NH2:28])=[CH:23][CH:22]=1)([CH3:20])([CH3:19])[CH3:18].CC(O)=O.O1CCOCC1. Product: [C:17]([C:21]1[CH:22]=[CH:23][C:24]([N:27]2[N:28]=[CH:13][C:5]3[C:4](=[C:9]([N+:10]([O-:12])=[O:11])[CH:8]=[CH:7][CH:6]=3)[C:3]2=[O:15])=[CH:25][CH:26]=1)([CH3:20])([CH3:18])[CH3:19]. The catalyst class is: 521. (8) Reactant: [F:1][C:2]1[CH:8]=[CH:7][CH:6]=[C:5]([F:9])[C:3]=1[NH2:4].[CH3:10][C:11]([O:14][C:15](O[C:15]([O:14][C:11]([CH3:13])([CH3:12])[CH3:10])=[O:16])=[O:16])([CH3:13])[CH3:12].C[Si](C)(C)[N-][Si](C)(C)C.[Na+]. Product: [F:1][C:2]1[CH:8]=[CH:7][CH:6]=[C:5]([F:9])[C:3]=1[NH:4][C:15](=[O:16])[O:14][C:11]([CH3:13])([CH3:12])[CH3:10]. The catalyst class is: 220. (9) Reactant: [F:1][C:2]1[CH:7]=[CH:6][C:5]([OH:8])=[CH:4][CH:3]=1.CC(C)([O-])C.[K+].[Cl:15][C:16]1[N:21]=[C:20](Cl)[CH:19]=[CH:18][N:17]=1. Product: [Cl:15][C:16]1[N:21]=[C:20]([O:8][C:5]2[CH:6]=[CH:7][C:2]([F:1])=[CH:3][CH:4]=2)[CH:19]=[CH:18][N:17]=1. The catalyst class is: 7.